This data is from M1 muscarinic receptor antagonist screen with 61,756 compounds. The task is: Binary Classification. Given a drug SMILES string, predict its activity (active/inactive) in a high-throughput screening assay against a specified biological target. (1) The drug is o1c2c(c(NC(=O)COC)c1C(=O)Nc1c(OC)cccc1)cccc2. The result is 0 (inactive). (2) The compound is S(CC1OCCCC1)c1n(nnn1)c1c(OC)ccc(c1)C. The result is 0 (inactive). (3) The molecule is Clc1cc(C(=O)NCc2nc3scc(n3c2)C)c(OC)cc1. The result is 0 (inactive). (4) The molecule is Brc1cc(CN2CCN(CC2)CC)c(O)c(OC)c1. The result is 1 (active). (5) The drug is O1CCN(CC1)C(=O)N(Cc1cc2c([nH]c1=O)ccc(c2)C)CCc1ccccc1. The result is 0 (inactive). (6) The drug is Fc1c(COc2c(CNCCNC(=O)c3nonc3N)cccc2)cccc1. The result is 0 (inactive).